Dataset: Retrosynthesis with 50K atom-mapped reactions and 10 reaction types from USPTO. Task: Predict the reactants needed to synthesize the given product. (1) Given the product CC(C(N)=O)N1CCC(N(C)C2=NC(=O)C(=Cc3ccc4c(cnn4Cc4ccc(C(F)(F)F)cc4C(F)(F)F)c3)S2)CC1, predict the reactants needed to synthesize it. The reactants are: CC(Br)C(N)=O.CN(C1=NC(=O)C(=Cc2ccc3c(cnn3Cc3ccc(C(F)(F)F)cc3C(F)(F)F)c2)S1)C1CCNCC1. (2) Given the product CC[C@H]1CN(C(=O)OCc2ccccc2)C[C@H]1O, predict the reactants needed to synthesize it. The reactants are: CC[C@H]1CN(C(=O)OCc2ccccc2)C[C@H]1OC(=O)c1ccccc1. (3) The reactants are: COC(=O)c1nn(-c2cc(C#C[C@]3(O)CCN(C)C3=O)cc(C(C)O)c2)c2ncccc12.N. Given the product CC(O)c1cc(C#C[C@]2(O)CCN(C)C2=O)cc(-n2nc(C(N)=O)c3cccnc32)c1, predict the reactants needed to synthesize it. (4) Given the product Cc1ccccc1Cc1cccc(NC(=O)C2(c3ccc4c(c3)OCO4)CC2)n1, predict the reactants needed to synthesize it. The reactants are: Cc1ccccc1C[Zn+].O=C(Nc1cccc(Br)n1)C1(c2ccc3c(c2)OCO3)CC1.